Dataset: Full USPTO retrosynthesis dataset with 1.9M reactions from patents (1976-2016). Task: Predict the reactants needed to synthesize the given product. (1) Given the product [N:3]1[C:4]2[CH2:5][CH2:6][C:7]3[CH:16]=[CH:15][CH:14]=[CH:13][C:8]=3[C:9](=[O:12])[C:10]=2[S:11][CH:2]=1, predict the reactants needed to synthesize it. The reactants are: N[C:2]1[S:11][C:10]2[C:9](=[O:12])[C:8]3[CH:13]=[CH:14][CH:15]=[CH:16][C:7]=3[CH2:6][CH2:5][C:4]=2[N:3]=1.N(OCCC(C)C)=O. (2) Given the product [Br:18][CH:3]([CH:2]=[O:1])[CH2:4][CH:5]1[CH2:10][CH2:9][N:8]([C:11]([O:13][C:14]([CH3:17])([CH3:16])[CH3:15])=[O:12])[CH2:7][CH2:6]1, predict the reactants needed to synthesize it. The reactants are: [O:1]=[CH:2][CH2:3][CH2:4][CH:5]1[CH2:10][CH2:9][N:8]([C:11]([O:13][C:14]([CH3:17])([CH3:16])[CH3:15])=[O:12])[CH2:7][CH2:6]1.[Br:18]C1(Br)C(=O)NC(=O)NC1=O. (3) Given the product [Br:24][C:25]1[CH:26]=[C:27]([C:31]2([C:14]3[CH:15]=[C:16]([O:22][CH3:23])[C:17]([F:21])=[C:18]([F:20])[CH:19]=3)[C:39]3[C:40](=[C:41]([F:45])[CH:42]=[CH:43][CH:44]=3)[C:46]([NH2:47])=[N:32]2)[CH:28]=[CH:29][CH:30]=1, predict the reactants needed to synthesize it. The reactants are: [Mg].[Li+].[Cl-].CC(C[AlH]CC(C)C)C.Br[C:14]1[CH:15]=[C:16]([O:22][CH3:23])[C:17]([F:21])=[C:18]([F:20])[CH:19]=1.[Br:24][C:25]1[CH:26]=[C:27]([C:31]([C:39]2[CH:44]=[CH:43][CH:42]=[C:41]([F:45])[C:40]=2[C:46]#[N:47])=[N:32]S(C(C)(C)C)=O)[CH:28]=[CH:29][CH:30]=1.Cl.